This data is from Forward reaction prediction with 1.9M reactions from USPTO patents (1976-2016). The task is: Predict the product of the given reaction. (1) The product is: [Br:38][CH2:12][C:5]1[C:4]([C:14]([F:17])([F:16])[F:15])=[N:3][N:2]([CH3:1])[C:6]=1[O:7][CH:8]1[CH2:11][O:10][CH2:9]1. Given the reactants [CH3:1][N:2]1[C:6]([O:7][CH:8]2[CH2:11][O:10][CH2:9]2)=[C:5]([CH2:12]O)[C:4]([C:14]([F:17])([F:16])[F:15])=[N:3]1.C1(P(C2C=CC=CC=2)C2C=CC=CC=2)C=CC=CC=1.C(Br)(Br)(Br)[Br:38], predict the reaction product. (2) Given the reactants [Cl:1][C:2]1[CH:7]=[CH:6][C:5]([C:8]2[S:9][C:10]([CH3:17])([CH3:16])[CH:11]([C:13]([OH:15])=O)[N:12]=2)=[CH:4][CH:3]=1.[NH2:18][C:19]1[CH:20]=[CH:21][C:22]([Cl:29])=[C:23]([C:25]([F:28])([F:27])[F:26])[CH:24]=1.CCN(C(C)C)C(C)C.C1CN([P+](Br)(N2CCCC2)N2CCCC2)CC1.F[P-](F)(F)(F)(F)F, predict the reaction product. The product is: [Cl:29][C:22]1[CH:21]=[CH:20][C:19]([NH:18][C:13]([CH:11]2[C:10]([CH3:17])([CH3:16])[S:9][C:8]([C:5]3[CH:4]=[CH:3][C:2]([Cl:1])=[CH:7][CH:6]=3)=[N:12]2)=[O:15])=[CH:24][C:23]=1[C:25]([F:26])([F:27])[F:28]. (3) Given the reactants [NH2:1][C:2]1([C:5]2[CH:14]=[CH:13][C:8]([C:9]([O:11]C)=[O:10])=[CH:7][CH:6]=2)[CH2:4][CH2:3]1.Cl[CH2:16][CH2:17][CH2:18][S:19](Cl)(=[O:21])=[O:20], predict the reaction product. The product is: [O:20]=[S:19]1(=[O:21])[CH2:18][CH2:17][CH2:16][N:1]1[C:2]1([C:5]2[CH:14]=[CH:13][C:8]([C:9]([OH:11])=[O:10])=[CH:7][CH:6]=2)[CH2:4][CH2:3]1. (4) Given the reactants ClC(Cl)(Cl)COC(=O)[NH:6][C:7]1[CH:12]=[CH:11][C:10]([S:13][C:14]2[CH:19]=[CH:18][C:17]([C:20](=[O:29])[NH:21][C:22]3[CH:27]=[CH:26][C:25]([F:28])=[CH:24][N:23]=3)=[CH:16][C:15]=2[NH:30][C:31]2[C:32]3[CH:40]=[CH:39][C:38]([CH:41]([CH3:43])[CH3:42])=[N:37][C:33]=3[N:34]=[CH:35][N:36]=2)=[CH:9][CH:8]=1.[OH-].[Na+].Cl, predict the reaction product. The product is: [NH2:6][C:7]1[CH:12]=[CH:11][C:10]([S:13][C:14]2[CH:19]=[CH:18][C:17]([C:20]([NH:21][C:22]3[CH:27]=[CH:26][C:25]([F:28])=[CH:24][N:23]=3)=[O:29])=[CH:16][C:15]=2[NH:30][C:31]2[C:32]3[CH:40]=[CH:39][C:38]([CH:41]([CH3:43])[CH3:42])=[N:37][C:33]=3[N:34]=[CH:35][N:36]=2)=[CH:9][CH:8]=1.